From a dataset of Catalyst prediction with 721,799 reactions and 888 catalyst types from USPTO. Predict which catalyst facilitates the given reaction. (1) Reactant: [CH2:1]([O:3][C:4](=[O:20])[CH2:5][CH:6]1[O:10][B:9]([OH:11])[C:8]2[CH:12]=[C:13]([OH:19])[CH:14]=[C:15]([CH2:16]OC)[C:7]1=2)[CH3:2].C([O-])([O-])=O.[Cs+].[Cs+].Br[C:28]1[N:29]=[CH:30][C:31]([C:34]([NH2:36])=[O:35])=[N:32][CH:33]=1. Product: [CH2:1]([O:3][C:4](=[O:20])[CH2:5][CH:6]1[O:10][B:9]([OH:11])[C:8]2[CH:12]=[C:13]([O:19][C:28]3[CH:33]=[N:32][C:31]([C:34](=[O:35])[NH2:36])=[CH:30][N:29]=3)[CH:14]=[C:15]([CH3:16])[C:7]1=2)[CH3:2]. The catalyst class is: 3. (2) Reactant: [CH3:1][C:2]([CH3:14])([O:4][C:5]([NH:7][C:8]([CH3:13])([CH3:12])[C:9]([OH:11])=O)=[O:6])[CH3:3].[NH2:15][C@@H:16]([CH:30]([CH3:32])[CH3:31])[CH2:17][NH:18][C:19]([C:21]1[O:22][C:23]2[CH:29]=[CH:28][CH:27]=[CH:26][C:24]=2[CH:25]=1)=[O:20].ON1C(=O)CCC1=O.C1(N=C=NC2CCCCC2)CCCCC1.C(N(CC)CC)C. Product: [O:22]1[C:23]2[CH:29]=[CH:28][CH:27]=[CH:26][C:24]=2[CH:25]=[C:21]1[C:19]([NH:18][CH2:17][C@@H:16]([NH:15][C:9](=[O:11])[C:8]([NH:7][C:5]([O:4][C:2]([CH3:1])([CH3:3])[CH3:14])=[O:6])([CH3:13])[CH3:12])[CH:30]([CH3:31])[CH3:32])=[O:20]. The catalyst class is: 4. (3) Product: [CH3:46][O:45][C:43](=[O:44])[CH2:9][CH2:8][CH2:7]/[CH:10]=[CH:11]\[CH2:12][C@H:13]1[CH2:17][CH2:16][C:15](=[O:18])[C@@H:14]1[C:19]1[CH:24]=[CH:23][C:22]([CH:25]=[CH:26][CH2:27][CH2:28][CH2:29][CH3:30])=[CH:21][CH:20]=1. Reactant: COC(C1S[C:7]([CH2:10][CH2:11][CH2:12][C@H:13]2[CH2:17][CH2:16][C:15](=[O:18])[C@@H:14]2[C:19]2[CH:24]=[CH:23][C:22]([CH:25](O)[CH2:26][CH2:27][CH2:28][CH2:29][CH3:30])=[CH:21][CH:20]=2)=[CH:8][CH:9]=1)=O.CC[N+](S(N=[C:43]([O:45][CH3:46])[O-:44])(=O)=O)(CC)CC. The catalyst class is: 48.